From a dataset of Retrosynthesis with 50K atom-mapped reactions and 10 reaction types from USPTO. Predict the reactants needed to synthesize the given product. Given the product CC(C)(C)OC(=O)N1CCN(c2nccs2)CC1, predict the reactants needed to synthesize it. The reactants are: CC(C)(C)OC(=O)OC(=O)OC(C)(C)C.c1csc(N2CCNCC2)n1.